The task is: Predict the reactants needed to synthesize the given product.. This data is from Full USPTO retrosynthesis dataset with 1.9M reactions from patents (1976-2016). (1) Given the product [NH2:18][C:19]1[C:24]([C:25]#[N:26])=[C:23]([NH:17][CH2:16][C:8]2[CH:9]=[C:10]3[N:15]([C:7]=2[C:1]2[CH:2]=[CH:3][CH:4]=[CH:5][CH:6]=2)[CH:14]=[CH:13][CH:12]=[CH:11]3)[N:22]=[CH:21][N:20]=1, predict the reactants needed to synthesize it. The reactants are: [C:1]1([C:7]2[N:15]3[C:10]([CH:11]=[CH:12][CH:13]=[CH:14]3)=[CH:9][C:8]=2[CH2:16][NH2:17])[CH:6]=[CH:5][CH:4]=[CH:3][CH:2]=1.[NH2:18][C:19]1[C:24]([C:25]#[N:26])=[C:23](Cl)[N:22]=[CH:21][N:20]=1.CCN(C(C)C)C(C)C. (2) Given the product [C:18]1([CH:7]([C:1]2[CH:2]=[CH:3][CH:4]=[CH:5][CH:6]=2)[C:8]2[CH:9]=[CH:10][C:11](=[O:17])[N:12]([CH2:14][CH2:15][O:16][C:54]3[CH:53]=[C:52]([S:56][CH2:57][CH2:58][CH2:59][C:60]([O:62][CH2:63][CH3:64])=[O:61])[CH:51]=[CH:50][CH:55]=3)[CH:13]=2)[CH:19]=[CH:20][CH:21]=[CH:22][CH:23]=1, predict the reactants needed to synthesize it. The reactants are: [C:1]1([CH:7]([C:18]2[CH:23]=[CH:22][CH:21]=[CH:20][CH:19]=2)[C:8]2[CH:9]=[CH:10][C:11](=[O:17])[N:12]([CH2:14][CH2:15][OH:16])[CH:13]=2)[CH:6]=[CH:5][CH:4]=[CH:3][CH:2]=1.N(C(N(C)C)=O)=NC(N(C)C)=O.C(P(CCCC)CCCC)CCC.O[C:50]1[CH:51]=[C:52]([S:56][CH2:57][CH2:58][CH2:59][C:60]([O:62][CH2:63][CH3:64])=[O:61])[CH:53]=[CH:54][CH:55]=1. (3) Given the product [CH3:19][CH:20]1[CH2:25][CH:24]([O:1][C:2]2[CH:7]=[CH:6][N:5]([C:8]3[CH:9]=[CH:10][C:11]([S:14]([CH3:17])(=[O:16])=[O:15])=[CH:12][CH:13]=3)[C:4](=[O:18])[CH:3]=2)[CH2:23][CH2:22][N:21]1[C:31]([O:33][C:34]([CH3:35])([CH3:37])[CH3:36])=[O:32], predict the reactants needed to synthesize it. The reactants are: [OH:1][C:2]1[CH:7]=[CH:6][N:5]([C:8]2[CH:13]=[CH:12][C:11]([S:14]([CH3:17])(=[O:16])=[O:15])=[CH:10][CH:9]=2)[C:4](=[O:18])[CH:3]=1.[CH3:19][C@H:20]1[CH2:25][C@H:24](OS(C)(=O)=O)[CH2:23][CH2:22][N:21]1[C:31]([O:33][C:34]([CH3:37])([CH3:36])[CH3:35])=[O:32].C(=O)([O-])[O-].[K+].[K+]. (4) Given the product [Cl-:21].[Cl:21][C:17]1[C:16]([O:22][C:23]2[CH:24]=[C:25]([C:26]#[N:27])[CH:28]=[C:29]([Cl:31])[CH:30]=2)=[C:15]2[C:20](=[CH:19][CH:18]=1)[N:12]([CH2:11][C:10]1[C:5]3[C:6](=[N:7][C:2]([NH3+:1])=[CH:3][CH:4]=3)[NH:8][N:9]=1)[N:13]=[CH:14]2, predict the reactants needed to synthesize it. The reactants are: [NH2:1][C:2]1[N:7]=[C:6]2[NH:8][N:9]=[C:10]([CH2:11][N:12]3[C:20]4[C:15](=[C:16]([O:22][C:23]5[CH:24]=[C:25]([CH:28]=[C:29]([Cl:31])[CH:30]=5)[C:26]#[N:27])[C:17]([Cl:21])=[CH:18][CH:19]=4)[CH:14]=[N:13]3)[C:5]2=[CH:4][CH:3]=1.Cl. (5) The reactants are: [CH3:1][C:2]1[CH:3]=[C:4](Cl)[C:5]2[C:6](=[C:8]([C:12]3[CH:17]=[CH:16][C:15]([Cl:18])=[CH:14][C:13]=3[Cl:19])[N:9]([CH3:11])[N:10]=2)[N:7]=1. Given the product [CH3:1][C:2]1[CH:3]=[C:4]([N:7]([CH2:6][CH2:8][CH3:12])[CH2:2][CH2:3][CH3:4])[C:5]2[C:6](=[C:8]([C:12]3[CH:17]=[CH:16][C:15]([Cl:18])=[CH:14][C:13]=3[Cl:19])[N:9]([CH3:11])[N:10]=2)[N:7]=1, predict the reactants needed to synthesize it. (6) Given the product [OH:1][CH:2]1[CH:9]2[CH2:10][C:5]3([C:12]([NH:14][C@H:15]4[CH2:20][CH2:19][CH2:18][N:17]([C:22]5[CH:32]=[CH:31][C:25]([C:26]([N:28]([CH3:30])[CH3:29])=[O:27])=[CH:24][N:23]=5)[CH2:16]4)=[O:13])[CH2:6][CH:7]([CH2:11][CH:3]1[CH2:4]3)[CH2:8]2, predict the reactants needed to synthesize it. The reactants are: [OH:1][CH:2]1[CH:9]2[CH2:10][C:5]3([C:12]([NH:14][C@H:15]4[CH2:20][CH2:19][CH2:18][NH:17][CH2:16]4)=[O:13])[CH2:6][CH:7]([CH2:11][CH:3]1[CH2:4]3)[CH2:8]2.Cl[C:22]1[CH:32]=[CH:31][C:25]([C:26]([N:28]([CH3:30])[CH3:29])=[O:27])=[CH:24][N:23]=1.C(N(CC)C(C)C)(C)C.CN(C)C=O.C(O)(C(F)(F)F)=O.